This data is from Catalyst prediction with 721,799 reactions and 888 catalyst types from USPTO. The task is: Predict which catalyst facilitates the given reaction. Reactant: [Cl:1][C:2]1[N:7]=[N:6][C:5](Cl)=[C:4]2[CH:9]=[N:10][CH:11]=[CH:12][C:3]=12.[CH3:13][C@H:14]1[CH2:19][NH:18][CH2:17][CH2:16][NH:15]1. Product: [Cl:1][C:2]1[N:7]=[N:6][C:5]([N:18]2[CH2:17][CH2:16][NH:15][C@@H:14]([CH3:13])[CH2:19]2)=[C:4]2[CH:9]=[N:10][CH:11]=[CH:12][C:3]=12. The catalyst class is: 179.